The task is: Predict which catalyst facilitates the given reaction.. This data is from Catalyst prediction with 721,799 reactions and 888 catalyst types from USPTO. Reactant: [Cl:1][C:2]1[CH:3]=[C:4]([OH:28])[CH:5]=[C:6]([C:10]2[N:11]=[C:12]([CH2:15][CH2:16][O:17][C:18]3[CH:23]=[CH:22][C:21]([C:24]([F:27])([F:26])[F:25])=[CH:20][N:19]=3)[S:13][CH:14]=2)[C:7]=1[O:8][CH3:9].Br[CH2:30][CH:31]=[C:32]([Cl:34])[Cl:33].C(=O)([O-])[O-].[K+].[K+]. Product: [Cl:1][C:2]1[C:7]([O:8][CH3:9])=[C:6]([C:10]2[N:11]=[C:12]([CH2:15][CH2:16][O:17][C:18]3[CH:23]=[CH:22][C:21]([C:24]([F:25])([F:26])[F:27])=[CH:20][N:19]=3)[S:13][CH:14]=2)[CH:5]=[C:4]([O:28][CH2:30][CH:31]=[C:32]([Cl:34])[Cl:33])[CH:3]=1. The catalyst class is: 21.